This data is from Full USPTO retrosynthesis dataset with 1.9M reactions from patents (1976-2016). The task is: Predict the reactants needed to synthesize the given product. (1) Given the product [ClH:1].[ClH:1].[ClH:1].[OH:4][CH:5]([CH:36]1[CH2:41][CH2:40][CH2:39][CH:38]([C:42]([F:44])([F:43])[F:45])[NH:37]1)[CH2:6][C@@H:7]1[CH2:12][NH:11][CH2:10][CH2:9][N:8]1[C:13]([C:15]1[N:16]=[CH:17][N:18]([C@@H:26]2[CH2:31][CH2:30][CH2:29][CH2:28][C@:27]2([CH2:33][O:34][CH3:35])[OH:32])[C:19]=1[C:20]1[CH:25]=[CH:24][CH:23]=[CH:22][CH:21]=1)=[O:14], predict the reactants needed to synthesize it. The reactants are: [ClH:1].Cl.Cl.[OH:4][CH:5]([C:36]1[CH:41]=[CH:40][CH:39]=[C:38]([C:42]([F:45])([F:44])[F:43])[N:37]=1)[CH2:6][C@@H:7]1[CH2:12][NH:11][CH2:10][CH2:9][N:8]1[C:13]([C:15]1[N:16]=[CH:17][N:18]([C@@H:26]2[CH2:31][CH2:30][CH2:29][CH2:28][C@:27]2([CH2:33][O:34][CH3:35])[OH:32])[C:19]=1[C:20]1[CH:25]=[CH:24][CH:23]=[CH:22][CH:21]=1)=[O:14]. (2) Given the product [NH2:19][CH2:17][C:9]1[NH:10][C:11]2[C:16]([C:8]=1[NH:7][C:4]1[CH:5]=[CH:6][N:1]=[CH:2][CH:3]=1)=[CH:15][CH:14]=[CH:13][CH:12]=2, predict the reactants needed to synthesize it. The reactants are: [N:1]1[CH:6]=[CH:5][C:4]([NH:7][C:8]2[C:16]3[C:11](=[CH:12][CH:13]=[CH:14][CH:15]=3)[NH:10][C:9]=2[C:17]([NH2:19])=O)=[CH:3][CH:2]=1.[H-].[H-].[H-].[H-].[Li+].[Al+3]. (3) Given the product [CH2:1]([C:3]([C:15]1[CH:20]=[CH:19][C:18]([OH:21])=[C:17]([CH3:22])[CH:16]=1)([C:6]1[CH:11]=[CH:10][C:9]([C:12]#[C:13][CH:30]([OH:31])[C:29]([CH3:35])([CH3:28])[CH2:32][CH:33]=[CH2:34])=[C:8]([CH3:14])[CH:7]=1)[CH2:4][CH3:5])[CH3:2], predict the reactants needed to synthesize it. The reactants are: [CH2:1]([C:3]([C:15]1[CH:20]=[CH:19][C:18]([OH:21])=[C:17]([CH3:22])[CH:16]=1)([C:6]1[CH:11]=[CH:10][C:9]([C:12]#[CH:13])=[C:8]([CH3:14])[CH:7]=1)[CH2:4][CH3:5])[CH3:2].[Li]CCCC.[CH3:28][C:29]([CH3:35])([CH2:32][CH:33]=[CH2:34])[CH:30]=[O:31].[NH4+].[Cl-].